From a dataset of Full USPTO retrosynthesis dataset with 1.9M reactions from patents (1976-2016). Predict the reactants needed to synthesize the given product. (1) The reactants are: [CH3:1][CH2:2][C:3](=[O:6])[CH2:4][CH3:5].[C:7]1([Mg]Br)[CH:12]=[CH:11][CH:10]=[CH:9][CH:8]=1.[Cl-].[NH4+]. Given the product [C:7]1([C:3]([OH:6])([CH2:4][CH3:5])[CH2:2][CH3:1])[CH:12]=[CH:11][CH:10]=[CH:9][CH:8]=1, predict the reactants needed to synthesize it. (2) The reactants are: FC(F)(F)S(O[C:7]1[CH:12]=[CH:11][C:10]([C:13]([CH3:19])([CH3:18])[C:14]([F:17])([F:16])[F:15])=[CH:9][CH:8]=1)(=O)=O.[C:22]([B-](F)(F)F)([CH3:24])=[CH2:23].[K+].C(N(CC)CC)C. Given the product [C:22]([C:7]1[CH:12]=[CH:11][C:10]([C:13]([CH3:19])([CH3:18])[C:14]([F:17])([F:16])[F:15])=[CH:9][CH:8]=1)([CH3:24])=[CH2:23], predict the reactants needed to synthesize it.